This data is from NCI-60 drug combinations with 297,098 pairs across 59 cell lines. The task is: Regression. Given two drug SMILES strings and cell line genomic features, predict the synergy score measuring deviation from expected non-interaction effect. Drug 1: C1CC(=O)NC(=O)C1N2CC3=C(C2=O)C=CC=C3N. Drug 2: C1C(C(OC1N2C=NC(=NC2=O)N)CO)O. Cell line: MDA-MB-231. Synergy scores: CSS=16.4, Synergy_ZIP=-1.32, Synergy_Bliss=3.85, Synergy_Loewe=3.45, Synergy_HSA=6.19.